From a dataset of B-cell epitopes from IEDB database with 3,159 antigens for binding position prediction. Token-level Classification. Given an antigen amino acid sequence, predict which amino acid positions are active epitope sites capable of antibody binding. Output is a list of indices for active positions. (1) The epitope positions are: [59, 60, 61, 62, 63, 64, 65, 66, 67, 68]. The amino acids at these positions are: YYIPLEAVKF. Given the antigen sequence: MAEEVEEERLKYLDFVRAAGVYAVDSFSTLYLYAKDISGPLKPGVDTIENVVKTVVTPVYYIPLEAVKFVDKTVDVSVTSLDGVVPPVIKQVSAQTYSVAQDAPRIVLDVASSVFNTGVQEGAKALYANLEPKAEQYAVITWRALNKLPLVPQVANVVVPTAVYFSEKYNDVVRGTTEQGYRVSSYLPLLPTEKITKVFGDEAS, which amino acid positions are active epitope sites? (2) Given the antigen sequence: MTSVNSAEASTGAGGGGSNPTKSMWSEGATFTANSVTCTFSRQFLIPYDPEHHYKVFSPAASSCHNASGKEAKVCTISPIMGYSTPWRYLDFNALNLFFSPLEFQHLIENYGSIAPDALTVTISEIAVKDVTDKTGGGVQVTDSTTGRLCMLVDHEYKYPYVLGQGQDTLAPELPIWVYFPPQYAYLTVGEVNTQGISGDSKKLASEESAFYVLEHSSFELLGTGGSATMSYKFPAVPPENLEGCSQHFYEMYNPLYGSRLGVPDTLGGDPKFRSLTHEDHAIQPQNFMPGPLINSVSTKEGDTSNTGAGKALTGLSTGTSQNTRISLRPGPVSQPYHHWDTDKYVTGINAISHGQTTYGNAEDKEYQQGVGRFPNEKEQLKQLQGLNMHTYFPNKGTQQYTDQIERPLMVGSVWNRRALHYESQLWSKIPNLDDSFKTQFAALGGWGLHQPPPQIFLKILPQSGPIGGIKSMGITTLVQYAVGIMTVTMTFKLGPRKAT..., which amino acid positions are active epitope sites? The epitope positions are: [358, 359, 360, 361, 362, 363, 364, 365, 366, 367, 368, 369, 370, 371, 372, 373, 374, 375, 376, 377... (22 total positions)]. The amino acids at these positions are: YGNAEDKEYQQGVGRFPNEKEQ. (3) The epitope positions are: [0, 1, 2, 3, 4, 5, 6, 7, 8, 9]. The amino acids at these positions are: MDIDPYKEFG. Given the antigen sequence: MDIDPYKEFGSSYQLLNFLPLDFFPDLNALVDTATALYEEELTGREHCSPHHTAIRQALVCWDELTKLIAWMSSNITSEQVRTIIVNHVNDTWGLKVRQSLWFHLSCLTFGQHTVQEFLVSFGVWIRTPAPYRPPNAPILSTLPEHTVIRRRGGARASRSPRRRTPSPRRRRSQSPRRRRSQSPSANC, which amino acid positions are active epitope sites? (4) Given the antigen sequence: MEIQNTKPTQTLYTDISTKQTQSSSETQKSQNYQQIAAHIPLNVGKNPVLTTTLNDDQLLKLSEQVQHDSEIIARLTDKKMKDLSEMSHTLTPENTLDISSLSSNAVSLIISVAVLLSALRTAETKLGSQLSLIAFDATKSAAENIVRQGLAALSSSITGAVTQVGITGIGAKKTHSGISDQKGALRKNLATAQSLEKELAGSKLGLNKQIDTNITSPQTNSSTKFLGKNKLAPDNISLSTEHKTSLSSPDISLQDKIDTQRRTYELNTLSAQQKQNIGRATMETSAVAGNISTSGGRYASALEEEEQLISQASSKQAEEASQVSKEASQATNQLIQKLLNIIDSINQSKNSAASQIAGNIRA, which amino acid positions are active epitope sites? The epitope positions are: [21, 22, 23, 24, 25, 26, 27, 28]. The amino acids at these positions are: QSSSETQK.